Dataset: Catalyst prediction with 721,799 reactions and 888 catalyst types from USPTO. Task: Predict which catalyst facilitates the given reaction. (1) Reactant: [N+:1]([C:4]1[C:5]([NH2:15])=[CH:6][C:7]([N:10]2[CH2:14][CH2:13][CH2:12][CH2:11]2)=[N:8][CH:9]=1)([O-])=O. Product: [N:10]1([C:7]2[N:8]=[CH:9][C:4]([NH2:1])=[C:5]([NH2:15])[CH:6]=2)[CH2:14][CH2:13][CH2:12][CH2:11]1. The catalyst class is: 45. (2) Reactant: [Cl:1][C:2]1[C:3]([CH3:14])=[C:4](I)[C:5]([O:11][CH3:12])=[C:6]([C:8](=[O:10])[CH3:9])[CH:7]=1.[CH3:15][C:16]1(C)C(C)(C)OB(C=C)O1.ClCCl.C(=O)([O-])[O-].[K+].[K+]. Product: [Cl:1][C:2]1[C:3]([CH3:14])=[C:4]([CH:15]=[CH2:16])[C:5]([O:11][CH3:12])=[C:6]([C:8](=[O:10])[CH3:9])[CH:7]=1. The catalyst class is: 117. (3) The catalyst class is: 4. Reactant: C[O:2][C:3]1[C:12]([C:13]2[O:14][CH:15]=[CH:16][N:17]=2)=[CH:11][C:10]2[N:9]=[CH:8][CH:7]=[N:6][C:5]=2[C:4]=1[C:18]([O:20]C)=[O:19].B(Br)(Br)Br.O. Product: [OH:2][C:3]1[C:12]([C:13]2[O:14][CH:15]=[CH:16][N:17]=2)=[CH:11][C:10]2[N:9]=[CH:8][CH:7]=[N:6][C:5]=2[C:4]=1[C:18]([OH:20])=[O:19]. (4) Reactant: [CH3:1][C@@H:2]1[O:7][C@@H:6]([O:8][C@@H:9]2[C:14]3=[C:15]([OH:32])[C:16]4[C:28](=[O:29])[C:27]5[C:22](=[CH:23][CH:24]=[CH:25][C:26]=5[O:30][CH3:31])[C:20](=[O:21])[C:17]=4[C:18]([OH:19])=[C:13]3[CH2:12][C@@:11]([OH:37])([C:33]([CH2:35][OH:36])=[O:34])[CH2:10]2)[CH2:5][C@H:4]([NH2:38])[C@@H:3]1[OH:39].Cl.[C:41]1(=[O:47])[O:46][C:44](=[O:45])[CH2:43][CH2:42]1.C[C@@H]1[O:54][C@@H](O[C@@H]2C3=C(O)C4C(=O)C5C(=CC=CC=5OC)C(=O)C=4C(O)=C3C[C@@](O)(C(CO)=O)C2)C[C@H](N)[C@@H]1O. Product: [CH3:1][C@@H:2]1[O:7][C@@H:6]([O:8][C@@H:9]2[C:14]3=[C:15]([OH:32])[C:16]4[C:28](=[O:29])[C:27]5[C:22](=[CH:23][CH:24]=[CH:25][C:26]=5[O:30][CH3:31])[C:20](=[O:21])[C:17]=4[C:18]([OH:19])=[C:13]3[CH2:12][C@@:11]([OH:37])([C:33]([CH2:35][OH:36])=[O:34])[CH2:10]2)[CH2:5][C@H:4]([NH2:38])[C@@H:3]1[OH:39].[C:41]([OH:46])(=[O:47])[CH2:42][CH2:43][C:44]([OH:54])=[O:45]. The catalyst class is: 16. (5) Reactant: [Br:1][C:2]1[CH:7]=[CH:6][C:5](O)=[CH:4][CH:3]=1.Br[CH2:10][CH:11]([O:15][CH2:16][CH3:17])[O:12][CH2:13][CH3:14].C(=O)([O-])[O-].[K+].[K+]. Product: [Br:1][C:2]1[CH:7]=[CH:6][C:5]([CH2:10][CH:11]([O:15][CH2:16][CH3:17])[O:12][CH2:13][CH3:14])=[CH:4][CH:3]=1. The catalyst class is: 9. (6) Reactant: [N+:1]([C:4]1[CH:9]=[CH:8][C:7]([OH:10])=[CH:6][CH:5]=1)([O-:3])=[O:2].C([O-])([O-])=O.[K+].[K+].[CH2:17]([O:19][C:20](=[O:26])[CH2:21][CH2:22][CH2:23][CH2:24]Br)[CH3:18]. Product: [N+:1]([C:4]1[CH:9]=[CH:8][C:7]([O:10][CH2:24][CH2:23][CH2:22][CH2:21][C:20]([O:19][CH2:17][CH3:18])=[O:26])=[CH:6][CH:5]=1)([O-:3])=[O:2]. The catalyst class is: 3. (7) Reactant: [N+:1]([C:4]1[N:5]=[CH:6][C:7]([CH2:10][C:11]([O:13][CH2:14][CH3:15])=[O:12])=[N:8][CH:9]=1)([O-])=[O:2]. Product: [OH:2][NH:1][C:4]1[N:5]=[CH:6][C:7]([CH2:10][C:11]([O:13][CH2:14][CH3:15])=[O:12])=[N:8][CH:9]=1. The catalyst class is: 99.